This data is from Peptide-MHC class II binding affinity with 134,281 pairs from IEDB. The task is: Regression. Given a peptide amino acid sequence and an MHC pseudo amino acid sequence, predict their binding affinity value. This is MHC class II binding data. (1) The peptide sequence is KIPTHRHIVGKPCPK. The MHC is DRB1_0301 with pseudo-sequence DRB1_0301. The binding affinity (normalized) is 0.302. (2) The peptide sequence is MVTQMAMTDTTPFGQQR. The MHC is DRB1_0802 with pseudo-sequence DRB1_0802. The binding affinity (normalized) is 0.557.